From a dataset of Forward reaction prediction with 1.9M reactions from USPTO patents (1976-2016). Predict the product of the given reaction. Given the reactants [OH:1][C:2]1[C:9]([CH3:10])=[CH:8][C:5]([C:6]#[N:7])=[CH:4][C:3]=1[CH3:11].N1C=CC=CC=1.[F:18][C:19]([F:32])([F:31])[S:20](O[S:20]([C:19]([F:32])([F:31])[F:18])(=[O:22])=[O:21])(=[O:22])=[O:21], predict the reaction product. The product is: [F:18][C:19]([F:32])([F:31])[S:20]([O:1][C:2]1[C:3]([CH3:11])=[CH:4][C:5]([C:6]#[N:7])=[CH:8][C:9]=1[CH3:10])(=[O:22])=[O:21].